From a dataset of HIV replication inhibition screening data with 41,000+ compounds from the AIDS Antiviral Screen. Binary Classification. Given a drug SMILES string, predict its activity (active/inactive) in a high-throughput screening assay against a specified biological target. (1) The drug is COc1cccc(CCn2c(N)c(-c3cc(Cl)cc(Cl)c3)c3ccc([N+](=O)[O-])cc3c2=O)c1. The result is 0 (inactive). (2) The drug is COC(=O)c1csc(-c2csc(CCNC(=O)OC(C)(C)C)n2)n1. The result is 0 (inactive). (3) The compound is [O-]c1on[n+]2c1c(Nc1ccc(Cl)cc1)nc1ccccc12. The result is 0 (inactive). (4) The compound is CCn1c(N)c(N=O)c(=O)[nH]c1=O. The result is 0 (inactive).